This data is from Forward reaction prediction with 1.9M reactions from USPTO patents (1976-2016). The task is: Predict the product of the given reaction. (1) Given the reactants [CH3:1][CH:2]([CH2:18][CH2:19][CH:20]=[C:21]([CH3:23])[CH3:22])[CH2:3][CH2:4][O:5][C:6](=[O:17])[CH2:7][CH2:8][CH:9]([OH:16])[CH2:10][CH2:11][CH2:12][CH2:13][CH2:14][CH3:15].N1C=CC=CC=1.[CH2:30]([O:38][C:39](Cl)=[O:40])[CH2:31][C:32]1[CH:37]=[CH:36][CH:35]=[CH:34][CH:33]=1.O, predict the reaction product. The product is: [CH3:1][CH:2]([CH2:18][CH2:19][CH:20]=[C:21]([CH3:23])[CH3:22])[CH2:3][CH2:4][O:5][C:6](=[O:17])[CH2:7][CH2:8][CH:9]([O:16][C:39]([O:38][CH2:30][CH2:31][C:32]1[CH:37]=[CH:36][CH:35]=[CH:34][CH:33]=1)=[O:40])[CH2:10][CH2:11][CH2:12][CH2:13][CH2:14][CH3:15]. (2) Given the reactants [Br:1][C:2]1[CH:3]=[C:4]([CH3:12])[C:5]2[N:9]=[C:8]([CH3:10])[NH:7][C:6]=2[CH:11]=1.CS(O[CH2:18][C:19]1[CH:24]=[CH:23][C:22]([O:25][CH2:26][CH3:27])=[CH:21][C:20]=1[O:28][CH3:29])(=O)=O, predict the reaction product. The product is: [Br:1][C:2]1[CH:3]=[C:4]([CH3:12])[C:5]2[N:9]=[C:8]([CH3:10])[N:7]([CH2:18][C:19]3[CH:24]=[CH:23][C:22]([O:25][CH2:26][CH3:27])=[CH:21][C:20]=3[O:28][CH3:29])[C:6]=2[CH:11]=1. (3) Given the reactants C([O:3][C:4](=O)[C:5]([C:8]1[CH:13]=[CH:12][C:11]([NH:14][C:15]([NH:17][C:18]2[CH:23]=[CH:22][CH:21]=[CH:20][C:19]=2[O:24][C:25]2[N:26]([C:31]3[CH:36]=[CH:35][CH:34]=[CH:33][C:32]=3[Cl:37])[N:27]=[C:28]([CH3:30])[CH:29]=2)=[O:16])=[CH:10][CH:9]=1)([CH3:7])[CH3:6])C.[H-].[Al+3].[Li+].[H-].[H-].[H-], predict the reaction product. The product is: [Cl:37][C:32]1[CH:33]=[CH:34][CH:35]=[CH:36][C:31]=1[N:26]1[C:25]([O:24][C:19]2[CH:20]=[CH:21][CH:22]=[CH:23][C:18]=2[NH:17][C:15]([NH:14][C:11]2[CH:10]=[CH:9][C:8]([C:5]([CH3:6])([CH3:7])[CH2:4][OH:3])=[CH:13][CH:12]=2)=[O:16])=[CH:29][C:28]([CH3:30])=[N:27]1. (4) Given the reactants [NH2:1][C:2]1[CH:7]=[CH:6][C:5]([C:8]2[C:16]3[C:11](=[N:12][CH:13]=[N:14][C:15]=3[NH2:17])[N:10]([C@H:18]3[CH2:22][CH2:21][O:20][CH2:19]3)[N:9]=2)=[CH:4][CH:3]=1.[F:23][C:24]([F:35])([F:34])[C:25]1[CH:26]=[C:27]([CH:31]=[CH:32][CH:33]=1)[C:28](Cl)=[O:29], predict the reaction product. The product is: [NH2:17][C:15]1[N:14]=[CH:13][N:12]=[C:11]2[N:10]([C@H:18]3[CH2:22][CH2:21][O:20][CH2:19]3)[N:9]=[C:8]([C:5]3[CH:6]=[CH:7][C:2]([NH:1][C:28](=[O:29])[C:27]4[CH:31]=[CH:32][CH:33]=[C:25]([C:24]([F:23])([F:34])[F:35])[CH:26]=4)=[CH:3][CH:4]=3)[C:16]=12.